This data is from Retrosynthesis with 50K atom-mapped reactions and 10 reaction types from USPTO. The task is: Predict the reactants needed to synthesize the given product. (1) Given the product COc1ccc2c(-c3cccc(C)c3)nc(Nc3cc(C)[nH]n3)cc2c1, predict the reactants needed to synthesize it. The reactants are: COc1ccc2c(Cl)nc(Nc3cc(C)[nH]n3)cc2c1.Cc1cccc(B(O)O)c1. (2) Given the product CCOC(=O)CC(=O)NNC(=O)Nc1cccc(C(F)(F)F)c1, predict the reactants needed to synthesize it. The reactants are: CCOC(=O)CC(=O)NN.O=C=Nc1cccc(C(F)(F)F)c1. (3) Given the product CC1(C)c2cc(Br)ccc2-c2ccc(N(c3ccccc3)c3ccccc3)cc21, predict the reactants needed to synthesize it. The reactants are: CC1(C)c2cc(Br)ccc2-c2ccc(I)cc21.c1ccc(Nc2ccccc2)cc1. (4) Given the product Fc1cnc(Cl)nc1-c1cccc2c1OCCC2, predict the reactants needed to synthesize it. The reactants are: Fc1cnc(Cl)nc1Cl.OB(O)c1cccc2c1OCCC2. (5) Given the product CNCc1ccc(C(=O)Cn2cnc3cc(-c4ccc(Cl)cc4)sc3c2=O)cc1, predict the reactants needed to synthesize it. The reactants are: CN(Cc1ccc(C(=O)Cn2cnc3cc(-c4ccc(Cl)cc4)sc3c2=O)cc1)C(=O)C(F)(F)F. (6) Given the product COc1ccc(-c2cnc3sc(NCc4ccccc4)nn23)cc1OC, predict the reactants needed to synthesize it. The reactants are: COc1ccc(B(O)O)cc1OC.Ic1cnc2sc(NCc3ccccc3)nn12. (7) The reactants are: CC(=O)O.OCCCc1c[nH]c2c1CCCCC2. Given the product O=Cc1[nH]c2c(c1CCCO)CCCCC2, predict the reactants needed to synthesize it. (8) The reactants are: C=CCCC(c1cc2cc(Oc3ccccc3)ccc2nc1N)C1CCOCC1.CC(=O)OC(C)=O. Given the product C=CCCC(c1cc2cc(Oc3ccccc3)ccc2nc1NC(C)=O)C1CCOCC1, predict the reactants needed to synthesize it. (9) Given the product CC(C)(C)OC(=O)COC1C=CC(N)C1, predict the reactants needed to synthesize it. The reactants are: CC(C)(C)OC(=O)CO[C@@H]1C=C[C@@H](N2C(=O)c3ccccc3C2=O)C1.